This data is from Full USPTO retrosynthesis dataset with 1.9M reactions from patents (1976-2016). The task is: Predict the reactants needed to synthesize the given product. (1) Given the product [F:20][C:14]1[CH:15]=[C:16]([F:19])[CH:17]=[CH:18][C:13]=1[C:12]([NH:11][C:8]1[CH:9]=[CH:10][C:5]([O:4][CH2:3][CH2:2][NH:37][CH:38]2[CH2:43][CH2:42][O:41][CH2:40][CH2:39]2)=[C:6]([C:22]2[N:23]([CH3:27])[N:24]=[CH:25][CH:26]=2)[CH:7]=1)=[O:21], predict the reactants needed to synthesize it. The reactants are: Br[CH2:2][CH2:3][O:4][C:5]1[CH:10]=[CH:9][C:8]([NH:11][C:12](=[O:21])[C:13]2[CH:18]=[CH:17][C:16]([F:19])=[CH:15][C:14]=2[F:20])=[CH:7][C:6]=1[C:22]1[N:23]([CH3:27])[N:24]=[CH:25][CH:26]=1.C(N(CC)C(C)C)(C)C.[NH2:37][CH:38]1[CH2:43][CH2:42][O:41][CH2:40][CH2:39]1. (2) Given the product [CH:1]1([S:4]([C:7]2[CH:8]=[CH:9][C:10]([CH:13]([C:14]3[NH:38][C:17]([C:19]4[CH:24]=[CH:23][C:22]([F:25])=[CH:21][N:20]=4)=[CH:16][CH:15]=3)[CH2:27][CH:28]3[CH2:29][CH2:30][O:31][CH2:32][CH2:33]3)=[CH:11][CH:12]=2)(=[O:5])=[O:6])[CH2:3][CH2:2]1, predict the reactants needed to synthesize it. The reactants are: [CH:1]1([S:4]([C:7]2[CH:12]=[CH:11][C:10]([CH:13]([CH2:27][CH:28]3[CH2:33][CH2:32][O:31][CH2:30][CH2:29]3)[C:14](=O)[CH2:15][CH2:16][C:17]([C:19]3[CH:24]=[CH:23][C:22]([F:25])=[CH:21][N:20]=3)=O)=[CH:9][CH:8]=2)(=[O:6])=[O:5])[CH2:3][CH2:2]1.C([O-])(=O)C.[NH4+:38].